This data is from Catalyst prediction with 721,799 reactions and 888 catalyst types from USPTO. The task is: Predict which catalyst facilitates the given reaction. (1) Reactant: [Cl:1][C:2]1[CH:7]=[CH:6][CH:5]=[C:4]([Cl:8])[C:3]=1[N:9]1[CH:18]=[C:12]2[C:13]([NH2:17])=[N:14][CH:15]=[CH:16][C:11]2=[N:10]1.[NH2:19][C:20]1[N:21]=[N:22][C:23](Cl)=[CH:24][CH:25]=1.CC1(C)C2C(=C(P(C3C=CC=CC=3)C3C=CC=CC=3)C=CC=2)OC2C(P(C3C=CC=CC=3)C3C=CC=CC=3)=CC=CC1=2.C(=O)([O-])[O-].[Cs+].[Cs+]. Product: [Cl:1][C:2]1[CH:7]=[CH:6][CH:5]=[C:4]([Cl:8])[C:3]=1[N:9]1[CH:18]=[C:12]2[C:13]([NH:17][C:23]3[N:22]=[N:21][C:20]([NH2:19])=[CH:25][CH:24]=3)=[N:14][CH:15]=[CH:16][C:11]2=[N:10]1. The catalyst class is: 62. (2) Reactant: [NH2:1][C:2]1[C:7]([F:8])=[CH:6][C:5]([C:9]([N:11]2[CH2:16][CH2:15][N:14]([CH2:17][C:18]3[CH:23]=[CH:22][C:21]([C:24]([OH:33])([C:29]([F:32])([F:31])[F:30])[C:25]([F:28])([F:27])[F:26])=[CH:20][CH:19]=3)[CH2:13][CH2:12]2)=[O:10])=[C:4]([Br:34])[CH:3]=1.[N:35]1[CH:40]=[CH:39][C:38]([NH:41][C:42](=O)[O:43]C2C=CC=CC=2)=[CH:37][CH:36]=1. Product: [Br:34][C:4]1[C:5]([C:9]([N:11]2[CH2:16][CH2:15][N:14]([CH2:17][C:18]3[CH:19]=[CH:20][C:21]([C:24]([OH:33])([C:25]([F:26])([F:27])[F:28])[C:29]([F:31])([F:32])[F:30])=[CH:22][CH:23]=3)[CH2:13][CH2:12]2)=[O:10])=[CH:6][C:7]([F:8])=[C:2]([NH:1][C:42]([NH:41][C:38]2[CH:39]=[CH:40][N:35]=[CH:36][CH:37]=2)=[O:43])[CH:3]=1. The catalyst class is: 12. (3) Reactant: [Cl:1][C:2]1[CH:10]=[C:9]2[C:5]([C:6]([CH:28]([F:30])[F:29])=[CH:7][N:8]2[S:11]([C:14]2[CH:19]=[CH:18][C:17]([O:20][CH3:21])=[C:16]([N:22]3[CH2:27][CH2:26][NH:25][CH2:24][CH2:23]3)[CH:15]=2)(=[O:13])=[O:12])=[CH:4][CH:3]=1.C([O-])([O-])=O.[K+].[K+].Br[CH2:38][CH3:39]. Product: [Cl:1][C:2]1[CH:10]=[C:9]2[C:5]([C:6]([CH:28]([F:30])[F:29])=[CH:7][N:8]2[S:11]([C:14]2[CH:19]=[CH:18][C:17]([O:20][CH3:21])=[C:16]([N:22]3[CH2:27][CH2:26][N:25]([CH2:38][CH3:39])[CH2:24][CH2:23]3)[CH:15]=2)(=[O:13])=[O:12])=[CH:4][CH:3]=1. The catalyst class is: 21. (4) Reactant: [OH-].[Mg+2:2].[OH-].[N+:4]([O-:7])([OH:6])=[O:5]. Product: [N+:4]([O-:7])([O-:6])=[O:5].[Mg+2:2].[N+:4]([O-:7])([O-:6])=[O:5]. The catalyst class is: 6. (5) Reactant: [CH3:1][N:2]1[CH:7]=[CH:6][C:5]([C:8]([NH:10][NH2:11])=O)=[CH:4][C:3]1=[O:12].[CH3:13][N:14]=[C:15]=[S:16].[OH-].[Na+]. Product: [SH:16][C:15]1[N:14]([CH3:13])[C:8]([C:5]2[CH:6]=[CH:7][N:2]([CH3:1])[C:3](=[O:12])[CH:4]=2)=[N:10][N:11]=1. The catalyst class is: 24.